Dataset: Forward reaction prediction with 1.9M reactions from USPTO patents (1976-2016). Task: Predict the product of the given reaction. (1) Given the reactants N(C(OCC)=O)=NC(OCC)=O.[OH:13][CH2:14][CH2:15][CH2:16][N:17]1[CH:21]=[CH:20][N:19]=[CH:18]1.[Cl:22][C:23]1[CH:42]=[CH:41][C:26]([NH:27][C:28]2[C:37]3[C:32](=[CH:33][C:34](O)=[C:35]([O:38][CH3:39])[CH:36]=3)[N:31]=[CH:30][N:29]=2)=[C:25]([F:43])[CH:24]=1.C1(P(C2C=CC=CC=2)C2C=CC=CC=2)C=CC=CC=1, predict the reaction product. The product is: [ClH:22].[Cl:22][C:23]1[CH:42]=[CH:41][C:26]([NH:27][C:28]2[C:37]3[C:32](=[CH:33][C:34]([O:13][CH2:14][CH2:15][CH2:16][N:17]4[CH:21]=[CH:20][N:19]=[CH:18]4)=[C:35]([O:38][CH3:39])[CH:36]=3)[N:31]=[CH:30][N:29]=2)=[C:25]([F:43])[CH:24]=1. (2) Given the reactants [Cl:1][C:2]1[C:3]2[NH:11][CH:10]=[C:9]([CH2:12][C:13]3[C:18]([CH3:19])=[C:17]([O:20][CH3:21])[C:16]([CH3:22])=[CH:15][N:14]=3)[C:4]=2[N:5]=[C:6]([NH2:8])[N:7]=1.[H-].[Na+].I[CH3:26], predict the reaction product. The product is: [Cl:1][C:2]1[C:3]2[N:11]([CH3:26])[CH:10]=[C:9]([CH2:12][C:13]3[C:18]([CH3:19])=[C:17]([O:20][CH3:21])[C:16]([CH3:22])=[CH:15][N:14]=3)[C:4]=2[N:5]=[C:6]([NH2:8])[N:7]=1. (3) The product is: [CH:1]1([CH2:4][NH:5][C:6]([C:8]2[S:12][C:11]([N:13]3[CH2:14][C:15]4[CH2:16][N:17]([C:29]5[C:38]6[C:33](=[CH:34][CH:35]=[CH:36][CH:37]=6)[N:32]=[CH:31][N:30]=5)[CH2:18][C:19]=4[CH2:20]3)=[N:10][CH:9]=2)=[O:7])[CH2:3][CH2:2]1. Given the reactants [CH:1]1([CH2:4][NH:5][C:6]([C:8]2[S:12][C:11]([N:13]3[CH2:20][C:19]4[CH2:18][NH:17][CH2:16][C:15]=4[CH2:14]3)=[N:10][CH:9]=2)=[O:7])[CH2:3][CH2:2]1.FC(F)(F)C([O-])=O.Cl[C:29]1[C:38]2[C:33](=[CH:34][CH:35]=[CH:36][CH:37]=2)[N:32]=[CH:31][N:30]=1, predict the reaction product. (4) Given the reactants Cl.[NH:2]1[CH2:6][CH2:5][CH2:4][C@H:3]1[C:7]([O:9][CH3:10])=[O:8].C(=O)([O-])[O-].[Na+].[Na+].[Cl:17][C:18]1[CH:23]=[CH:22][C:21]([S:24](Cl)(=[O:26])=[O:25])=[CH:20][C:19]=1[N+:28]([O-:30])=[O:29].Cl, predict the reaction product. The product is: [Cl:17][C:18]1[CH:23]=[CH:22][C:21]([S:24]([N:2]2[CH2:6][CH2:5][CH2:4][C@H:3]2[C:7]([O:9][CH3:10])=[O:8])(=[O:26])=[O:25])=[CH:20][C:19]=1[N+:28]([O-:30])=[O:29]. (5) Given the reactants [CH3:1][O:2][C:3]1[CH:50]=[CH:49][C:6]([CH2:7][N:8]([CH2:40][C:41]2[CH:46]=[CH:45][C:44]([O:47][CH3:48])=[CH:43][CH:42]=2)[C:9]2[N:14]=[CH:13][C:12]([C:15]3[C:16]4[CH2:29][CH2:28][N:27]([C:30]5[CH:38]=[CH:37][C:33]([C:34]([OH:36])=O)=[CH:32][C:31]=5[F:39])[C:17]=4[N:18]=[C:19]([N:21]4[CH2:26][CH2:25][O:24][CH2:23][CH2:22]4)[N:20]=3)=[CH:11][N:10]=2)=[CH:5][CH:4]=1.[NH2:51][CH2:52][C:53]1[CH:54]=[N:55][CH:56]=[CH:57][CH:58]=1, predict the reaction product. The product is: [CH3:1][O:2][C:3]1[CH:4]=[CH:5][C:6]([CH2:7][N:8]([CH2:40][C:41]2[CH:42]=[CH:43][C:44]([O:47][CH3:48])=[CH:45][CH:46]=2)[C:9]2[N:14]=[CH:13][C:12]([C:15]3[C:16]4[CH2:29][CH2:28][N:27]([C:30]5[CH:38]=[CH:37][C:33]([C:34]([NH:51][CH2:52][C:53]6[CH:54]=[N:55][CH:56]=[CH:57][CH:58]=6)=[O:36])=[CH:32][C:31]=5[F:39])[C:17]=4[N:18]=[C:19]([N:21]4[CH2:22][CH2:23][O:24][CH2:25][CH2:26]4)[N:20]=3)=[CH:11][N:10]=2)=[CH:49][CH:50]=1.